The task is: Predict the product of the given reaction.. This data is from Forward reaction prediction with 1.9M reactions from USPTO patents (1976-2016). (1) Given the reactants [CH3:1][N:2]1[CH2:15][CH2:14][C:5]2[NH:6][C:7]3[CH:8]=[CH:9][C:10]([CH3:13])=[CH:11][C:12]=3[C:4]=2[CH2:3]1.[CH:16]1([C:19]2[CH:24]=[CH:23][C:22]([CH:25]=[CH2:26])=[CH:21][N:20]=2)[CH2:18][CH2:17]1.[OH-].[K+], predict the reaction product. The product is: [CH:16]1([C:19]2[N:20]=[CH:21][C:22]([CH2:25][CH2:26][N:6]3[C:7]4[CH:8]=[CH:9][C:10]([CH3:13])=[CH:11][C:12]=4[C:4]4[CH2:3][N:2]([CH3:1])[CH2:15][CH2:14][C:5]3=4)=[CH:23][CH:24]=2)[CH2:18][CH2:17]1. (2) The product is: [CH3:12][N:11]1[C:6]2[CH:5]=[C:4]([CH:13]3[CH2:18][CH2:17][NH:16][CH2:15][CH2:14]3)[C:3](=[O:2])[NH:8][C:7]=2[CH:9]=[CH:10]1. Given the reactants C[O:2][C:3]1[N:8]=[C:7]2[CH:9]=[CH:10][N:11]([CH3:12])[C:6]2=[CH:5][C:4]=1[CH:13]1[CH2:18][CH2:17][N:16](C(OC(C)(C)C)=O)[CH2:15][CH2:14]1.[Si](I)(C)(C)C, predict the reaction product. (3) Given the reactants C([Li])CCC.[CH3:6][CH2:7][CH2:8][CH2:9][CH2:10][CH3:11].[Cl:12][C:13]1[C:18]([CH2:19][S:20]([C:23]2[CH:28]=[CH:27][C:26]([Cl:29])=[CH:25][CH:24]=2)(=[O:22])=[O:21])=[CH:17][CH:16]=[CH:15][N:14]=1.ICCCCCCI, predict the reaction product. The product is: [Cl:12][C:13]1[C:18]([C:19]2([S:20]([C:23]3[CH:28]=[CH:27][C:26]([Cl:29])=[CH:25][CH:24]=3)(=[O:22])=[O:21])[CH2:11][CH2:10][CH2:9][CH2:8][CH2:7][CH2:6]2)=[CH:17][CH:16]=[CH:15][N:14]=1.